Dataset: M1 muscarinic receptor antagonist screen with 61,756 compounds. Task: Binary Classification. Given a drug SMILES string, predict its activity (active/inactive) in a high-throughput screening assay against a specified biological target. (1) The molecule is Brc1ccc(c2onc(C(=O)NCCN3CCOCC3)c2)cc1. The result is 0 (inactive). (2) The drug is S(=O)(=O)(N1CCC(CC1)C(=O)NCCC=1CCCCC1)c1cc2c(NC(=O)CC2)cc1. The result is 0 (inactive).